Task: Predict which catalyst facilitates the given reaction.. Dataset: Catalyst prediction with 721,799 reactions and 888 catalyst types from USPTO (1) Reactant: [Cl:1][C:2]1[CH:7]=[CH:6][C:5]([NH:8][C:9]([NH:11][C:12]2[N:13]=[C:14]([C:28]([OH:30])=O)[N:15]([CH2:17][C:18]3[CH:23]=[CH:22][C:21]([C:24]([F:27])([F:26])[F:25])=[CH:20][CH:19]=3)[CH:16]=2)=[O:10])=[C:4]([CH3:31])[CH:3]=1.C1N=CN(C(N2C=NC=C2)=O)C=1.[NH2:44][CH2:45][CH2:46][OH:47].[Cl-].[Na+]. Product: [Cl:1][C:2]1[CH:7]=[CH:6][C:5]([NH:8][C:9]([NH:11][C:12]2[N:13]=[C:14]([C:28]([NH:44][CH2:45][CH2:46][OH:47])=[O:30])[N:15]([CH2:17][C:18]3[CH:23]=[CH:22][C:21]([C:24]([F:26])([F:27])[F:25])=[CH:20][CH:19]=3)[CH:16]=2)=[O:10])=[C:4]([CH3:31])[CH:3]=1. The catalyst class is: 18. (2) Reactant: C(OC([N:8]1[CH:13]2[CH2:14][CH2:15][CH:9]1[CH2:10][CH:11]([C:16]1[CH:21]=[C:20]([CH2:22][NH:23][C:24](=[O:29])[C:25]([F:28])([F:27])[F:26])[CH:19]=[CH:18][C:17]=1[F:30])[CH2:12]2)=O)(C)(C)C.[ClH:31]. Product: [ClH:31].[CH:9]12[NH:8][CH:13]([CH2:14][CH2:15]1)[CH2:12][CH:11]([C:16]1[CH:21]=[C:20]([CH:19]=[CH:18][C:17]=1[F:30])[CH2:22][NH:23][C:24](=[O:29])[C:25]([F:26])([F:27])[F:28])[CH2:10]2. The catalyst class is: 12. (3) Reactant: [Br:1][C:2]1[CH:3]=[C:4]([F:13])[C:5]([C:8]([O:10][CH2:11][CH3:12])=[O:9])=[N:6][CH:7]=1.FC(F)(F)C(OC(=O)C(F)(F)F)=[O:17].OO.NC(N)=O.P([O-])([O-])(O)=O.[K+].[K+]. Product: [Br:1][C:2]1[CH:3]=[C:4]([F:13])[C:5]([C:8]([O:10][CH2:11][CH3:12])=[O:9])=[N+:6]([O-:17])[CH:7]=1. The catalyst class is: 4. (4) Reactant: C([O:3][P:4]([N:9]([S:16]([C:19]1[CH:20]=[N:21][CH:22]=[C:23]([C:25]2[N:34]=[C:33]([NH:35][CH2:36][C:37]3[CH:42]=[CH:41][CH:40]=[CH:39][N:38]=3)[C:32]3[C:27](=[CH:28][CH:29]=[CH:30][C:31]=3[C:43]3[CH:48]=[CH:47][CH:46]=[CH:45][CH:44]=3)[N:26]=2)[CH:24]=1)(=[O:18])=[O:17])[P:10](=[O:15])([OH:14])[O:11]CC)([O:6]CC)=[O:5])C.I[Si](C)(C)C. Product: [C:43]1([C:31]2[CH:30]=[CH:29][CH:28]=[C:27]3[C:32]=2[C:33]([NH:35][CH2:36][C:37]2[CH:42]=[CH:41][CH:40]=[CH:39][N:38]=2)=[N:34][C:25]([C:23]2[CH:24]=[C:19]([S:16]([N:9]([P:4]([OH:5])([OH:6])=[O:3])[P:10](=[O:11])([OH:15])[OH:14])(=[O:18])=[O:17])[CH:20]=[N:21][CH:22]=2)=[N:26]3)[CH:44]=[CH:45][CH:46]=[CH:47][CH:48]=1. The catalyst class is: 2. (5) Reactant: [OH:1][C:2]1[CH:11]=[C:10]2[C:5]([CH2:6][CH2:7][CH2:8][C:9]2=[O:12])=[CH:4][CH:3]=1.[Br:13][C:14]1[CH:19]=[CH:18][C:17]([Cl:20])=[CH:16][C:15]=1[CH2:21]Br.CN(C)C(=O)C.C(=O)([O-])[O-].[K+].[K+]. Product: [Br:13][C:14]1[CH:19]=[CH:18][C:17]([Cl:20])=[CH:16][C:15]=1[CH2:21][O:1][C:2]1[CH:11]=[C:10]2[C:5]([CH2:6][CH2:7][CH2:8][C:9]2=[O:12])=[CH:4][CH:3]=1. The catalyst class is: 6. (6) Reactant: [Br:1][C:2]1[CH:7]=[CH:6][C:5]([C:8](=O)[CH2:9][NH:10][C:11]([CH:13]2[CH2:17][C:16]3([CH2:22][CH2:21][O:20][CH2:19][CH2:18]3)[CH2:15][N:14]2[C:23](=[O:33])[C@@H:24]([NH:28][C:29](=[O:32])[O:30][CH3:31])[CH:25]([CH3:27])[CH3:26])=O)=[CH:4][CH:3]=1.O1CCOCC1.C([O-])(=O)C.[NH4+:45]. Product: [Br:1][C:2]1[CH:7]=[CH:6][C:5]([C:8]2[NH:45][C:11]([CH:13]3[CH2:17][C:16]4([CH2:22][CH2:21][O:20][CH2:19][CH2:18]4)[CH2:15][N:14]3[C:23](=[O:33])[C@@H:24]([NH:28][C:29](=[O:32])[O:30][CH3:31])[CH:25]([CH3:27])[CH3:26])=[N:10][CH:9]=2)=[CH:4][CH:3]=1. The catalyst class is: 25. (7) Reactant: [F:1][CH:2]([F:37])[C:3]1[N:7]([C:8]2[N:13]=[C:12]([N:14]3[CH2:19][CH2:18][O:17][CH2:16][CH2:15]3)[N:11]=[C:10]([N:20]3[CH2:25][CH2:24][N:23]([S:26]([CH:29]=[CH2:30])(=[O:28])=[O:27])[CH2:22][CH2:21]3)[N:9]=2)[C:6]2[CH:31]=[CH:32][CH:33]=[C:34]([O:35][CH3:36])[C:5]=2[N:4]=1.[CH3:38][S:39]([N:42]1[CH2:47][CH2:46][NH:45][CH2:44][CH2:43]1)(=[O:41])=[O:40].C(Cl)Cl.CCOC(C)=O. Product: [F:37][CH:2]([F:1])[C:3]1[N:7]([C:8]2[N:9]=[C:10]([N:20]3[CH2:21][CH2:22][N:23]([S:26]([CH2:29][CH2:30][N:45]4[CH2:46][CH2:47][N:42]([S:39]([CH3:38])(=[O:41])=[O:40])[CH2:43][CH2:44]4)(=[O:28])=[O:27])[CH2:24][CH2:25]3)[N:11]=[C:12]([N:14]3[CH2:15][CH2:16][O:17][CH2:18][CH2:19]3)[N:13]=2)[C:6]2[CH:31]=[CH:32][CH:33]=[C:34]([O:35][CH3:36])[C:5]=2[N:4]=1. The catalyst class is: 1. (8) Reactant: Cl.[NH2:2][CH2:3][C:4]1[CH:5]=[C:6]2[C:10](=[CH:11][CH:12]=1)[C:9](=[O:13])[N:8]([CH:14]1[CH2:19][CH2:18][C:17](=[O:20])[NH:16][C:15]1=[O:21])[C:7]2=[O:22].[Cl:23][C:24]1[CH:25]=[C:26]([N:31]=[C:32]=[O:33])[CH:27]=[CH:28][C:29]=1[Cl:30].C(N(CC)C(C)C)(C)C. Product: [Cl:23][C:24]1[CH:25]=[C:26]([NH:31][C:32]([NH:2][CH2:3][C:4]2[CH:5]=[C:6]3[C:10](=[CH:11][CH:12]=2)[C:9](=[O:13])[N:8]([CH:14]2[CH2:19][CH2:18][C:17](=[O:20])[NH:16][C:15]2=[O:21])[C:7]3=[O:22])=[O:33])[CH:27]=[CH:28][C:29]=1[Cl:30]. The catalyst class is: 17. (9) Reactant: [NH2:1][C:2]1[CH:9]=[C:8]([NH:10][CH2:11][CH2:12][O:13][CH3:14])[C:5]([C:6]#[N:7])=[CH:4][N:3]=1.N1([C:20](N2C=NC=N2)=[O:21])C=NC=N1.[CH3:27][O:28][CH:29]([O:47][CH3:48])[C:30]1[C:39]([N:40]2[CH2:45][CH2:44][O:43][CH2:42][C:41]2=[O:46])=[CH:38][C:37]2[CH2:36][CH2:35][CH2:34][NH:33][C:32]=2[N:31]=1. Product: [C:6]([C:5]1[C:8]([NH:10][CH2:11][CH2:12][O:13][CH3:14])=[CH:9][C:2]([NH:1][C:20]([N:33]2[C:32]3[C:37](=[CH:38][C:39]([N:40]4[CH2:45][CH2:44][O:43][CH2:42][C:41]4=[O:46])=[C:30]([CH:29]([O:47][CH3:48])[O:28][CH3:27])[N:31]=3)[CH2:36][CH2:35][CH2:34]2)=[O:21])=[N:3][CH:4]=1)#[N:7]. The catalyst class is: 3. (10) Product: [Cl:1][C:2]1[CH:10]=[C:9]2[C:5]([C:6]([I:11])=[N:7][N:8]2[CH3:12])=[CH:4][CH:3]=1. Reactant: [Cl:1][C:2]1[CH:10]=[C:9]2[C:5]([C:6]([I:11])=[N:7][NH:8]2)=[CH:4][CH:3]=1.[CH3:12]C(C)([O-])C.[K+].CI. The catalyst class is: 1.